From a dataset of Forward reaction prediction with 1.9M reactions from USPTO patents (1976-2016). Predict the product of the given reaction. Given the reactants I[C:2]1[S:6][C:5]([C:7]2[CH:12]=[CH:11][N:10]=[C:9]([NH:13][CH2:14][CH2:15][N:16]3[C:20]([CH3:22])([CH3:21])[C:19](=[O:23])[NH:18][C:17]3=[O:24])[N:8]=2)=[CH:4][CH:3]=1.[C:25]1([SH:31])[CH:30]=[CH:29][CH:28]=[CH:27][CH:26]=1, predict the reaction product. The product is: [CH3:21][C:20]1([CH3:22])[N:16]([CH2:15][CH2:14][NH:13][C:9]2[N:8]=[C:7]([C:5]3[S:6][C:2]([S:31][C:25]4[CH:30]=[CH:29][CH:28]=[CH:27][CH:26]=4)=[CH:3][CH:4]=3)[CH:12]=[CH:11][N:10]=2)[C:17](=[O:24])[NH:18][C:19]1=[O:23].